Dataset: Forward reaction prediction with 1.9M reactions from USPTO patents (1976-2016). Task: Predict the product of the given reaction. Given the reactants C(OC([N:8]1[CH2:17][CH2:16][C:15]2[C:11](=[C:12](OS(C(F)(F)F)(=O)=O)[N:13]([CH:18]([CH3:20])[CH3:19])[N:14]=2)[CH2:10][CH2:9]1)=O)(C)(C)C.[CH3:29][C:30]1[CH:35]=[CH:34][CH:33]=[CH:32][C:31]=1B(O)O, predict the reaction product. The product is: [CH:18]([N:13]1[C:12]([C:31]2[CH:32]=[CH:33][CH:34]=[CH:35][C:30]=2[CH3:29])=[C:11]2[C:15]([CH2:16][CH2:17][NH:8][CH2:9][CH2:10]2)=[N:14]1)([CH3:19])[CH3:20].